Dataset: Forward reaction prediction with 1.9M reactions from USPTO patents (1976-2016). Task: Predict the product of the given reaction. (1) The product is: [CH2:14]([NH:21][C:2]1[C:3](=[O:13])[C:4]2[C:9]([C:10](=[O:12])[CH:11]=1)=[CH:8][CH:7]=[CH:6][CH:5]=2)[C:15]1[CH:20]=[CH:19][CH:18]=[CH:17][CH:16]=1. Given the reactants Br[C:2]1[C:3](=[O:13])[C:4]2[C:9]([C:10](=[O:12])[CH:11]=1)=[CH:8][CH:7]=[CH:6][CH:5]=2.[CH2:14]([NH2:21])[C:15]1[CH:20]=[CH:19][CH:18]=[CH:17][CH:16]=1, predict the reaction product. (2) Given the reactants [Cl:1][C:2]1[CH:10]=[C:9]2[C:5](/[C:6](=[CH:20]/[C:21]3[CH:26]=[CH:25][CH:24]=[C:23]([Cl:27])[CH:22]=3)/[C:7](=[O:19])[N:8]2[CH2:11][O:12][CH2:13][CH2:14][Si](C)(C)C)=[CH:4][CH:3]=1.[C:28]([CH:31]=[N:32][C:33]([O:35][Si:36]([CH3:39])([CH3:38])[CH3:37])=[CH2:34])([CH3:30])=[CH2:29], predict the reaction product. The product is: [Cl:1][C:2]1[CH:10]=[C:9]2[NH:8][C:7](=[O:19])[C:6]3([CH:20]([C:21]4[CH:26]=[CH:25][CH:24]=[C:23]([Cl:27])[CH:22]=4)[CH2:34][C:33](=[O:35])[NH:32][CH:31]3[C:28]([CH3:30])=[CH2:29])[C:5]2=[CH:4][CH:3]=1.[CH3:11][O:12][CH:13]([Si:36]([CH3:37])([CH3:38])[CH3:39])[CH3:14]. (3) Given the reactants [O:1]=[C:2]1[C:7]([C:14]2[CH:19]=[CH:18][CH:17]=[CH:16][CH:15]=2)([C:8]2[CH:13]=[CH:12][CH:11]=[CH:10][CH:9]=2)[CH2:6][CH2:5][CH2:4][N:3]1[CH2:20][C:21](O)=[O:22].Cl.C(N=C=NCCCN(C)C)C.[F:36][C:37]1[CH:38]=[C:39]2[C:44](=[CH:45][CH:46]=1)[O:43][CH2:42][CH2:41][CH:40]2[NH2:47], predict the reaction product. The product is: [F:36][C:37]1[CH:38]=[C:39]2[C:44](=[CH:45][CH:46]=1)[O:43][CH2:42][CH2:41][CH:40]2[NH:47][C:21](=[O:22])[CH2:20][N:3]1[CH2:4][CH2:5][CH2:6][C:7]([C:14]2[CH:19]=[CH:18][CH:17]=[CH:16][CH:15]=2)([C:8]2[CH:13]=[CH:12][CH:11]=[CH:10][CH:9]=2)[C:2]1=[O:1]. (4) Given the reactants [OH-].[Cr+3:2].[OH-].[OH-].[C:5]([OH:10])(=[O:9])[C:6]([OH:8])=[O:7], predict the reaction product. The product is: [C:5]([O-:10])(=[O:9])[C:6]([O-:8])=[O:7].[Cr+3:2].[C:5]([O-:10])(=[O:9])[C:6]([O-:8])=[O:7].[C:5]([O-:10])(=[O:9])[C:6]([O-:8])=[O:7].[Cr+3:2]. (5) Given the reactants [H-].[Na+].[CH:3](=[C:5](/[C:10]1[CH:35]=[C:34]2[C:13]([NH:14][C:15]3[C:16]2=[CH:17][CH:18]=[C:19]2[C:27]=3[NH:26][C:25]3[C:20]2=[CH:21][C:22]([C:28]2[CH:33]=[CH:32][CH:31]=[CH:30][CH:29]=2)=[CH:23][CH:24]=3)=[CH:12][CH:11]=1)\[CH:6]=[CH:7]/[CH:8]=C)\[CH3:4].C1OCCOCCOCCOCCOC1.[Br:51][C:52]1[CH:60]=[CH:59][CH:58]=[CH:57][C:53]=1[C:54](Cl)=[O:55], predict the reaction product. The product is: [Br:51][C:52]1[CH:60]=[CH:59][CH:58]=[CH:57][C:53]=1[C:54]([N:26]1[C:27]2[C:19](=[CH:18][CH:17]=[C:16]3[C:34]4[C:13](=[CH:12][CH:11]=[C:10]([C:5]5[CH:6]=[CH:7][CH:8]=[CH:4][CH:3]=5)[CH:35]=4)[NH:14][C:15]3=2)[C:20]2[C:25]1=[CH:24][CH:23]=[C:22]([C:28]1[CH:33]=[CH:32][CH:31]=[CH:30][CH:29]=1)[CH:21]=2)=[O:55]. (6) Given the reactants [Cl:1][C:2]1[CH:22]=[C:21]([Cl:23])[CH:20]=[CH:19][C:3]=1[CH2:4][N:5]1[C:9](/[CH:10]=[CH:11]/[C:12]([OH:14])=O)=[CH:8][C:7]([O:15][CH:16]([CH3:18])[CH3:17])=[N:6]1.[CH2:24]([S:29]([NH2:32])(=[O:31])=[O:30])[CH2:25][CH2:26][CH2:27][CH3:28].N12CCCN=C1CCCCC2, predict the reaction product. The product is: [Cl:1][C:2]1[CH:22]=[C:21]([Cl:23])[CH:20]=[CH:19][C:3]=1[CH2:4][N:5]1[C:9](/[CH:10]=[CH:11]/[C:12]([NH:32][S:29]([CH2:24][CH2:25][CH2:26][CH2:27][CH3:28])(=[O:31])=[O:30])=[O:14])=[CH:8][C:7]([O:15][CH:16]([CH3:18])[CH3:17])=[N:6]1. (7) Given the reactants [CH3:1][O:2][C:3]1[CH:8]=[C:7]([CH3:9])[CH:6]=[C:5]([C:10]2[C:11]([OH:18])=[CH:12][C:13]([CH3:17])=[C:14]([CH3:16])[CH:15]=2)[C:4]=1[OH:19].C(N(CC)CC)C.[CH:27]1[C:40]2[C:31](=[CH:32][C:33]3[C:38]([C:39]=2[O:41][P:42](Cl)Cl)=[CH:37][CH:36]=[CH:35][CH:34]=3)[CH:30]=[CH:29][CH:28]=1, predict the reaction product. The product is: [CH:37]1[C:38]2[C:33](=[CH:32][C:31]3[C:40]([C:39]=2[O:41][P:42]2[O:18][C:11]4[CH:12]=[C:13]([CH3:17])[C:14]([CH3:16])=[CH:15][C:10]=4[C:5]4[CH:6]=[C:7]([CH3:9])[CH:8]=[C:3]([O:2][CH3:1])[C:4]=4[O:19]2)=[CH:27][CH:28]=[CH:29][CH:30]=3)[CH:34]=[CH:35][CH:36]=1. (8) Given the reactants I[C:2]1[CH:3]=[CH:4][C:5]2[N:6]([CH:8]=[C:9]([NH:11][C:12]([C:14]3[CH:19]=[CH:18][C:17]([C:20]([CH3:26])([CH3:25])[C:21]([O:23][CH3:24])=[O:22])=[CH:16][CH:15]=3)=[O:13])[N:10]=2)[CH:7]=1.[NH:27]1[CH:31]=[C:30](B(O)O)[CH:29]=[N:28]1, predict the reaction product. The product is: [CH3:25][C:20]([C:17]1[CH:18]=[CH:19][C:14]([C:12](=[O:13])[NH:11][C:9]2[N:10]=[C:5]3[CH:4]=[CH:3][C:2]([C:30]4[CH:31]=[N:27][NH:28][CH:29]=4)=[CH:7][N:6]3[CH:8]=2)=[CH:15][CH:16]=1)([CH3:26])[C:21]([O:23][CH3:24])=[O:22]. (9) Given the reactants [CH2:1]([C@H:8]1[C@@H:12]([C@H:13]2[CH2:17][C@@H:16]([O:18][C:19]3[CH:24]=[CH:23][CH:22]=[CH:21][CH:20]=3)[CH2:15][N:14]2[C:25]([O:27][C:28]([CH3:31])([CH3:30])[CH3:29])=[O:26])[O:11]C(=O)[NH:9]1)[C:2]1[CH:7]=[CH:6][CH:5]=[CH:4][CH:3]=1, predict the reaction product. The product is: [NH2:9][C@@H:8]([CH2:1][C:2]1[CH:3]=[CH:4][CH:5]=[CH:6][CH:7]=1)[C@@H:12]([C@H:13]1[CH2:17][C@@H:16]([O:18][C:19]2[CH:24]=[CH:23][CH:22]=[CH:21][CH:20]=2)[CH2:15][N:14]1[C:25]([O:27][C:28]([CH3:30])([CH3:31])[CH3:29])=[O:26])[OH:11]. (10) Given the reactants [Cl:1][C:2]1[N:7]=[CH:6][C:5]([S:8]([NH:11][C:12]2[C:21](Cl)=[N:20][C:19]3[C:14](=[CH:15][CH:16]=[CH:17][CH:18]=3)[N:13]=2)(=[O:10])=[O:9])=[CH:4][CH:3]=1.[CH3:23][O:24][C:25]1[CH:26]=[C:27]([CH:29]=[C:30]([O:32][CH3:33])[CH:31]=1)[NH2:28].C1(C)C=CC=CC=1, predict the reaction product. The product is: [Cl:1][C:2]1[N:7]=[CH:6][C:5]([S:8]([NH:11][C:12]2[C:21]([NH:28][C:27]3[CH:29]=[C:30]([O:32][CH3:33])[CH:31]=[C:25]([O:24][CH3:23])[CH:26]=3)=[N:20][C:19]3[C:14](=[CH:15][CH:16]=[CH:17][CH:18]=3)[N:13]=2)(=[O:10])=[O:9])=[CH:4][CH:3]=1.